From a dataset of Catalyst prediction with 721,799 reactions and 888 catalyst types from USPTO. Predict which catalyst facilitates the given reaction. Reactant: [C:1]([O:5][C:6]([N:8]1[CH2:13][CH2:12][N:11]([C:14]2[O:15][C:16]3[C:22]([C:23](O)=[O:24])=[CH:21][C:20]([Cl:26])=[CH:19][C:17]=3[N:18]=2)[C@@H:10]([CH3:27])[CH2:9]1)=[O:7])([CH3:4])([CH3:3])[CH3:2].C1C=CC2N(O)N=NC=2C=1.[CH3:38][NH:39][CH3:40].O. Product: [C:1]([O:5][C:6]([N:8]1[CH2:13][CH2:12][N:11]([C:14]2[O:15][C:16]3[C:22]([C:23]([N:39]([CH3:40])[CH3:38])=[O:24])=[CH:21][C:20]([Cl:26])=[CH:19][C:17]=3[N:18]=2)[C@@H:10]([CH3:27])[CH2:9]1)=[O:7])([CH3:3])([CH3:2])[CH3:4]. The catalyst class is: 198.